This data is from Full USPTO retrosynthesis dataset with 1.9M reactions from patents (1976-2016). The task is: Predict the reactants needed to synthesize the given product. (1) Given the product [NH2:1][C:2]1[CH:42]=[CH:41][C:5]([C:6]([NH:8][C@H:9]2[CH2:14][CH2:13][CH2:12][C@@H:11]([NH:15][C:16]3[N:21]=[C:20]([C:22]4[C:30]5[C:25](=[CH:26][CH:27]=[CH:28][CH:29]=5)[NH:24][CH:23]=4)[C:19]([Cl:40])=[CH:18][N:17]=3)[CH2:10]2)=[O:7])=[CH:4][CH:3]=1, predict the reactants needed to synthesize it. The reactants are: [NH2:1][C:2]1[CH:42]=[CH:41][C:5]([C:6]([NH:8][C@H:9]2[CH2:14][CH2:13][CH2:12][C@@H:11]([NH:15][C:16]3[N:21]=[C:20]([C:22]4[C:30]5[C:25](=[CH:26][CH:27]=[CH:28][CH:29]=5)[N:24](S(C5C=CC=CC=5)(=O)=O)[CH:23]=4)[C:19]([Cl:40])=[CH:18][N:17]=3)[CH2:10]2)=[O:7])=[CH:4][CH:3]=1.Cl.[OH-].[Na+]. (2) Given the product [C:1]([O:5][C:6]([N:8]1[CH2:12][CH:11]([OH:13])[CH2:10][CH:9]1[C:14]1[N:18]([CH2:35][O:34][CH2:33][CH2:32][Si:29]([CH3:31])([CH3:30])[CH3:28])[CH:17]=[C:16]([C:19]2[CH:24]=[CH:23][C:22]([Br:25])=[CH:21][CH:20]=2)[N:15]=1)=[O:7])([CH3:4])([CH3:2])[CH3:3], predict the reactants needed to synthesize it. The reactants are: [C:1]([O:5][C:6]([N:8]1[CH2:12][CH:11]([OH:13])[CH2:10][CH:9]1[C:14]1[NH:15][C:16]([C:19]2[CH:24]=[CH:23][C:22]([Br:25])=[CH:21][CH:20]=2)=[CH:17][N:18]=1)=[O:7])([CH3:4])([CH3:3])[CH3:2].[H-].[Na+].[CH3:28][Si:29]([CH2:32][CH2:33][O:34][CH2:35]Cl)([CH3:31])[CH3:30]. (3) Given the product [ClH:46].[CH2:43]([N:40]([CH2:41][CH3:42])[C:24]1[N:23]=[C:22]([NH:21][CH:7]([CH2:8][C:9]2[CH:14]=[CH:13][C:12]([O:15][C:16](=[O:20])[N:17]([CH3:18])[CH3:19])=[CH:11][CH:10]=2)[C:6]([OH:45])=[O:5])[C:27]([NH:28][CH2:29][S:30]([C:33]2[CH:38]=[CH:37][C:36]([F:39])=[CH:35][CH:34]=2)(=[O:31])=[O:32])=[CH:26][N:25]=1)[CH3:44], predict the reactants needed to synthesize it. The reactants are: C([O:5][C:6](=[O:45])[CH:7]([NH:21][C:22]1[C:27]([NH:28][CH2:29][S:30]([C:33]2[CH:38]=[CH:37][C:36]([F:39])=[CH:35][CH:34]=2)(=[O:32])=[O:31])=[CH:26][N:25]=[C:24]([N:40]([CH2:43][CH3:44])[CH2:41][CH3:42])[N:23]=1)[CH2:8][C:9]1[CH:14]=[CH:13][C:12]([O:15][C:16](=[O:20])[N:17]([CH3:19])[CH3:18])=[CH:11][CH:10]=1)(C)(C)C.[ClH:46].